From a dataset of Reaction yield outcomes from USPTO patents with 853,638 reactions. Predict the reaction yield, written as a fraction of the theoretical maximum amount of product (1.0 means a 100% yield; for example, 0.34 means a 34% yield). The reactants are [CH3:1][O:2][C:3]([C:5]1[C:13]2[C:8](=[N:9][CH:10]=[C:11]([F:14])[CH:12]=2)[NH:7][C:6]=1[CH3:15])=[O:4].[OH-].[Na+].[C:18]1([S:24](Cl)(=[O:26])=[O:25])[CH:23]=[CH:22][CH:21]=[CH:20][CH:19]=1. The catalyst is [Cl-].C([N+](CC)(CC)CC)C1C=CC=CC=1.ClCCl. The product is [CH3:1][O:2][C:3]([C:5]1[C:13]2[C:8](=[N:9][CH:10]=[C:11]([F:14])[CH:12]=2)[N:7]([S:24]([C:18]2[CH:23]=[CH:22][CH:21]=[CH:20][CH:19]=2)(=[O:26])=[O:25])[C:6]=1[CH3:15])=[O:4]. The yield is 0.930.